The task is: Predict the reaction yield, written as a fraction of the theoretical maximum amount of product (1.0 means a 100% yield; for example, 0.34 means a 34% yield).. This data is from Reaction yield outcomes from USPTO patents with 853,638 reactions. (1) The reactants are [C:1]1([C:7]([C:26]2[CH:31]=[CH:30][CH:29]=[CH:28][CH:27]=2)([C:20]2[CH:25]=[CH:24][CH:23]=[CH:22][CH:21]=2)[N:8]2[CH:12]=[N:11][C:10]([CH2:13][CH2:14][C:15](OCC)=[O:16])=[N:9]2)[CH:6]=[CH:5][CH:4]=[CH:3][CH:2]=1.[H-].[Al+3].[Li+].[H-].[H-].[H-].O.[OH-].[Na+]. The catalyst is C1COCC1. The product is [C:26]1([C:7]([C:1]2[CH:6]=[CH:5][CH:4]=[CH:3][CH:2]=2)([C:20]2[CH:21]=[CH:22][CH:23]=[CH:24][CH:25]=2)[N:8]2[CH:12]=[N:11][C:10]([CH2:13][CH2:14][CH2:15][OH:16])=[N:9]2)[CH:31]=[CH:30][CH:29]=[CH:28][CH:27]=1. The yield is 0.460. (2) The reactants are [I:1][C:2]1[CH:3]=[C:4]2[C:8](=[CH:9][CH:10]=1)[NH:7][C:6](=[O:11])[C:5]2=O.[N:13]1[O:14][N:15]=[C:16]2[CH:21]=[C:20]([C:22]([NH:24][NH2:25])=[O:23])[CH:19]=[CH:18][C:17]=12. The catalyst is C(O)(=O)C. The product is [I:1][C:2]1[CH:3]=[C:4]2[C:8](=[CH:9][CH:10]=1)[NH:7][C:6](=[O:11])[C:5]2=[N:25][NH:24][C:22]([C:20]1[CH:19]=[CH:18][C:17]2=[N:13][O:14][N:15]=[C:16]2[CH:21]=1)=[O:23]. The yield is 0.770. (3) The reactants are [Cl:1][C:2]1[CH:7]=[CH:6][C:5]([C:8]2[S:9][C:10]([C:19]([C:21]3[O:22][CH:23]=[CH:24][CH:25]=3)=[O:20])=[CH:11][C:12]=2[CH2:13][C:14]([O:16][CH2:17][CH3:18])=[O:15])=[CH:4][CH:3]=1.[Cl:26]N1C(=O)CCC1=O. The catalyst is C(#N)C. The product is [Cl:26][C:23]1[O:22][C:21]([C:19]([C:10]2[S:9][C:8]([C:5]3[CH:6]=[CH:7][C:2]([Cl:1])=[CH:3][CH:4]=3)=[C:12]([CH2:13][C:14]([O:16][CH2:17][CH3:18])=[O:15])[CH:11]=2)=[O:20])=[CH:25][CH:24]=1. The yield is 0.310. (4) The product is [Cl:8][C:7]1[C:2]([Cl:1])=[CH:3][CH:4]=[C:5]([N:9]=[C:10]=[S:11])[N:6]=1. The reactants are [Cl:1][C:2]1[CH:3]=[CH:4][C:5]([NH2:9])=[N:6][C:7]=1[Cl:8].[C:10](N1C=CC=CC1=O)(N1C=CC=CC1=O)=[S:11]. The yield is 0.810. The catalyst is ClCCl.C(OCC)(=O)C.CCCCCC. (5) The reactants are ClC1C=CC(C(=O)CC(=O)C(F)(F)F)=CC=1.NC1C=CNN=1.[Cl:23][C:24]1[CH:29]=[CH:28][C:27]([C:30]2[CH:35]=[C:34]([C:36]([F:39])([F:38])[F:37])[N:33]3[N:40]=[CH:41][CH:42]=[C:32]3[N:31]=2)=[CH:26][CH:25]=1.C([O-])(=O)C.[Na+].[I:48]Cl. The catalyst is C(O)(=O)C.O.CCOC(C)=O. The product is [Cl:23][C:24]1[CH:29]=[CH:28][C:27]([C:30]2[CH:35]=[C:34]([C:36]([F:37])([F:39])[F:38])[N:33]3[N:40]=[CH:41][C:42]([I:48])=[C:32]3[N:31]=2)=[CH:26][CH:25]=1. The yield is 0.980. (6) The reactants are Cl[C:2]1[N:7]=[C:6]([NH:8][C:9]2[CH:10]=[C:11]3[C:15](=[CH:16][CH:17]=2)[NH:14][N:13]=[CH:12]3)[CH:5]=[CH:4][N:3]=1.[CH:18]1([NH:21][C:22](=[O:41])[CH2:23][O:24][C:25]2[CH:30]=[C:29](B3OC(C)(C)C(C)(C)O3)[CH:28]=[CH:27][C:26]=2[F:40])[CH2:20][CH2:19]1.CC([O-])=O.[K+]. The catalyst is O1CCOCC1.O.C(Cl)Cl.C1C=CC(P(C2C=CC=CC=2)[C-]2C=CC=C2)=CC=1.C1C=CC(P(C2C=CC=CC=2)[C-]2C=CC=C2)=CC=1.Cl[Pd]Cl.[Fe+2]. The product is [NH:14]1[C:15]2[C:11](=[CH:10][C:9]([NH:8][C:6]3[CH:5]=[CH:4][N:3]=[C:2]([C:29]4[CH:28]=[CH:27][C:26]([F:40])=[C:25]([CH:30]=4)[O:24][CH2:23][C:22]([NH:21][CH:18]4[CH2:20][CH2:19]4)=[O:41])[N:7]=3)=[CH:17][CH:16]=2)[CH:12]=[N:13]1. The yield is 0.140.